This data is from Forward reaction prediction with 1.9M reactions from USPTO patents (1976-2016). The task is: Predict the product of the given reaction. (1) Given the reactants [C:1]1([C:7]2[O:11][C:10]([C:12]3[N:16]([C:17]4[CH:18]=[C:19]([CH:34]=[CH:35][CH:36]=4)[CH2:20][NH:21][C:22](=[O:33])[C@@H:23]([NH:25]C(=O)OC(C)(C)C)[CH3:24])[CH:15]=[N:14][CH:13]=3)=[N:9][N:8]=2)[CH:6]=[CH:5][CH:4]=[CH:3][CH:2]=1.[F:37][C:38]([F:43])([F:42])[C:39]([OH:41])=[O:40], predict the reaction product. The product is: [F:37][C:38]([F:43])([F:42])[C:39]([OH:41])=[O:40].[C:1]1([C:7]2[O:11][C:10]([C:12]3[N:16]([C:17]4[CH:18]=[C:19]([CH:34]=[CH:35][CH:36]=4)[CH2:20][NH:21][C:22](=[O:33])[C@@H:23]([NH2:25])[CH3:24])[CH:15]=[N:14][CH:13]=3)=[N:9][N:8]=2)[CH:2]=[CH:3][CH:4]=[CH:5][CH:6]=1. (2) Given the reactants Br[C:2]1[S:3][CH:4]=[C:5]([Br:7])[N:6]=1.CN(C=O)C.[CH3:13][C@H:14]1[O:19][C@@H:18]([CH3:20])[CH2:17][NH:16][CH2:15]1.CCN(C(C)C)C(C)C, predict the reaction product. The product is: [Br:7][C:5]1[N:6]=[C:2]([N:16]2[CH2:15][C@H:14]([CH3:13])[O:19][C@H:18]([CH3:20])[CH2:17]2)[S:3][CH:4]=1.